This data is from Full USPTO retrosynthesis dataset with 1.9M reactions from patents (1976-2016). The task is: Predict the reactants needed to synthesize the given product. (1) Given the product [CH2:16]([N:14]([CH3:15])[C:10]1[CH:9]=[C:8]([C:5]2[CH:6]=[CH:7][C:2]([NH:1][C:34](=[O:35])[C@H:33]([NH:32][C:30](=[O:31])[O:29][C:25]([CH3:28])([CH3:27])[CH3:26])[CH2:37][CH:38]([CH3:40])[CH3:39])=[CH:3][C:4]=2[O:23][CH3:24])[CH:13]=[CH:12][N:11]=1)[C:17]1[CH:18]=[CH:19][CH:20]=[CH:21][CH:22]=1, predict the reactants needed to synthesize it. The reactants are: [NH2:1][C:2]1[CH:7]=[CH:6][C:5]([C:8]2[CH:13]=[CH:12][N:11]=[C:10]([N:14]([CH2:16][C:17]3[CH:22]=[CH:21][CH:20]=[CH:19][CH:18]=3)[CH3:15])[CH:9]=2)=[C:4]([O:23][CH3:24])[CH:3]=1.[C:25]([O:29][C:30]([NH:32][C@H:33]([CH2:37][CH:38]([CH3:40])[CH3:39])[C:34](O)=[O:35])=[O:31])([CH3:28])([CH3:27])[CH3:26].C(N(CC)C(C)C)(C)C.CN(C(ON1N=NC2C=CC=CC1=2)=[N+](C)C)C.[B-](F)(F)(F)F.C([O-])(O)=O.[Na+]. (2) Given the product [OH:23]/[N:22]=[CH:1]/[C:3]1[CH:4]=[CH:5][C:6]2[N:7]([CH:9]=[C:10]([C:12]([NH:14][C:15]3[CH:20]=[CH:19][CH:18]=[CH:17][CH:16]=3)=[O:13])[N:11]=2)[CH:8]=1, predict the reactants needed to synthesize it. The reactants are: [CH:1]([C:3]1[CH:4]=[CH:5][C:6]2[N:7]([CH:9]=[C:10]([C:12]([NH:14][C:15]3[CH:20]=[CH:19][CH:18]=[CH:17][CH:16]=3)=[O:13])[N:11]=2)[CH:8]=1)=O.Cl.[NH2:22][OH:23]. (3) Given the product [CH2:5]([O:4][C:2](=[O:3])[O:29][C:19]1[CH:20]2[CH:25]([C:26](=[O:27])[C:18]=1[C:10]1[C:11]([CH2:16][CH3:17])=[CH:12][C:13]([CH3:15])=[CH:14][C:9]=1[CH2:7][CH3:8])[CH:24]1[O:28][CH:21]2[CH2:22][CH2:23]1)[CH3:6], predict the reactants needed to synthesize it. The reactants are: Cl[C:2]([O:4][CH2:5][CH3:6])=[O:3].[CH2:7]([C:9]1[CH:14]=[C:13]([CH3:15])[CH:12]=[C:11]([CH2:16][CH3:17])[C:10]=1[CH:18]1[C:26](=[O:27])[CH:25]2[CH:20]([CH:21]3[O:28][CH:24]2[CH2:23][CH2:22]3)[C:19]1=[O:29])[CH3:8].C(N(CC)CC)C. (4) Given the product [F:16][C:14]([F:15])([F:17])[C:6]1[CH:5]=[C:4]2[C:9]([CH:10]=[C:11]([CH:12]=[O:13])[CH:2]=[N:3]2)=[CH:8][CH:7]=1, predict the reactants needed to synthesize it. The reactants are: Cl[C:2]1[C:11]([CH:12]=[O:13])=[CH:10][C:9]2[C:4](=[CH:5][C:6]([C:14]([F:17])([F:16])[F:15])=[CH:7][CH:8]=2)[N:3]=1.C(N(CC)CC)C.O.CCOC(C)=O. (5) The reactants are: [O:1]=[C:2]1[CH:11]=[CH:10][C:9]2[C:4](=[CH:5][C:6]([O:12][C:13]([F:16])([F:15])[F:14])=[CH:7][CH:8]=2)[N:3]1[CH2:17][C:18]([O:20]C)=[O:19].[OH-].[Na+]. Given the product [O:1]=[C:2]1[CH:11]=[CH:10][C:9]2[C:4](=[CH:5][C:6]([O:12][C:13]([F:15])([F:14])[F:16])=[CH:7][CH:8]=2)[N:3]1[CH2:17][C:18]([OH:20])=[O:19], predict the reactants needed to synthesize it.